This data is from NCI-60 drug combinations with 297,098 pairs across 59 cell lines. The task is: Regression. Given two drug SMILES strings and cell line genomic features, predict the synergy score measuring deviation from expected non-interaction effect. (1) Synergy scores: CSS=11.7, Synergy_ZIP=2.31, Synergy_Bliss=5.70, Synergy_Loewe=-9.61, Synergy_HSA=2.89. Drug 2: C1C(C(OC1N2C=C(C(=O)NC2=O)F)CO)O. Cell line: DU-145. Drug 1: CC1=CC=C(C=C1)C2=CC(=NN2C3=CC=C(C=C3)S(=O)(=O)N)C(F)(F)F. (2) Drug 1: CCC1(CC2CC(C3=C(CCN(C2)C1)C4=CC=CC=C4N3)(C5=C(C=C6C(=C5)C78CCN9C7C(C=CC9)(C(C(C8N6C)(C(=O)OC)O)OC(=O)C)CC)OC)C(=O)OC)O.OS(=O)(=O)O. Drug 2: C1=NC2=C(N=C(N=C2N1C3C(C(C(O3)CO)O)F)Cl)N. Cell line: KM12. Synergy scores: CSS=2.54, Synergy_ZIP=-2.60, Synergy_Bliss=-4.26, Synergy_Loewe=-4.77, Synergy_HSA=-3.75. (3) Cell line: HOP-62. Synergy scores: CSS=0.977, Synergy_ZIP=0.412, Synergy_Bliss=2.79, Synergy_Loewe=0.433, Synergy_HSA=0.405. Drug 1: C1CCC(C1)C(CC#N)N2C=C(C=N2)C3=C4C=CNC4=NC=N3. Drug 2: CC1=CC=C(C=C1)C2=CC(=NN2C3=CC=C(C=C3)S(=O)(=O)N)C(F)(F)F. (4) Cell line: PC-3. Synergy scores: CSS=62.5, Synergy_ZIP=-3.32, Synergy_Bliss=0.504, Synergy_Loewe=1.80, Synergy_HSA=3.56. Drug 1: CCC1=CC2CC(C3=C(CN(C2)C1)C4=CC=CC=C4N3)(C5=C(C=C6C(=C5)C78CCN9C7C(C=CC9)(C(C(C8N6C)(C(=O)OC)O)OC(=O)C)CC)OC)C(=O)OC.C(C(C(=O)O)O)(C(=O)O)O. Drug 2: CC1=C(C(=CC=C1)Cl)NC(=O)C2=CN=C(S2)NC3=CC(=NC(=N3)C)N4CCN(CC4)CCO.